This data is from Reaction yield outcomes from USPTO patents with 853,638 reactions. The task is: Predict the reaction yield, written as a fraction of the theoretical maximum amount of product (1.0 means a 100% yield; for example, 0.34 means a 34% yield). (1) The reactants are [CH3:1][S:2]([NH:5][C:6]1[CH:7]=[C:8](B(O)O)[CH:9]=[CH:10][CH:11]=1)(=[O:4])=[O:3].I[C:16]1[C:24]2[C:19](=[N:20][CH:21]=[N:22][C:23]=2[NH2:25])[N:18]([CH:26]([CH3:28])[CH3:27])[N:17]=1.C([O-])([O-])=O.[Na+].[Na+]. The catalyst is CCO.COCCOC.C1C=CC([P]([Pd]([P](C2C=CC=CC=2)(C2C=CC=CC=2)C2C=CC=CC=2)([P](C2C=CC=CC=2)(C2C=CC=CC=2)C2C=CC=CC=2)[P](C2C=CC=CC=2)(C2C=CC=CC=2)C2C=CC=CC=2)(C2C=CC=CC=2)C2C=CC=CC=2)=CC=1. The product is [NH2:25][C:23]1[N:22]=[CH:21][N:20]=[C:19]2[N:18]([CH:26]([CH3:28])[CH3:27])[N:17]=[C:16]([C:8]3[CH:7]=[C:6]([NH:5][S:2]([CH3:1])(=[O:4])=[O:3])[CH:11]=[CH:10][CH:9]=3)[C:24]=12. The yield is 0.540. (2) The reactants are [CH3:1][Si:2]([CH3:21])([CH3:20])[CH2:3][CH2:4][O:5][CH2:6][N:7]1[C:11]2[CH:12]=[C:13]([C:15]([O:17]CC)=[O:16])[NH:14][C:10]=2[N:9]=[CH:8]1.[Li+].[OH-]. The catalyst is C1COCC1.CO. The product is [CH3:1][Si:2]([CH3:21])([CH3:20])[CH2:3][CH2:4][O:5][CH2:6][N:7]1[C:11]2[CH:12]=[C:13]([C:15]([OH:17])=[O:16])[NH:14][C:10]=2[N:9]=[CH:8]1. The yield is 0.770. (3) The reactants are CC(C)(C)[C:3](Cl)=[O:4].[C:8]([O:12][C:13]([NH:15][C@H:16]([C:21]([OH:23])=O)[CH2:17][CH:18]([CH3:20])[CH3:19])=[O:14])([CH3:11])([CH3:10])[CH3:9].C([N:27](CC)[CH:28]([CH3:30])[CH3:29])(C)C.[OH2:33]. The catalyst is ClCCl. The product is [C:8]([O:12][C:13]([NH:15][C@H:16]([C:21]([NH:27][C@H:28]1[C@H:30]([OH:33])[CH2:3][O:4][CH2:29]1)=[O:23])[CH2:17][CH:18]([CH3:19])[CH3:20])=[O:14])([CH3:9])([CH3:10])[CH3:11]. The yield is 0.440. (4) The reactants are [F:1][C:2]1[CH:7]=[CH:6][C:5]([F:8])=[CH:4][C:3]=1[CH:9]([S:22]([C:25]1[CH:30]=[CH:29][C:28]([F:31])=[CH:27][CH:26]=1)(=[O:24])=[O:23])[C:10]1[C:11]([CH3:21])=[CH:12][C:13]([C:16]([NH:18][CH2:19][OH:20])=[O:17])=[N:14][CH:15]=1.O[CH2:33][C:34]([O:36][CH2:37][CH3:38])=[O:35].O.C1(C)C=CC(S(O)(=O)=O)=CC=1. The catalyst is C1C=CC=CC=1. The product is [F:1][C:2]1[CH:7]=[CH:6][C:5]([F:8])=[CH:4][C:3]=1[CH:9]([S:22]([C:25]1[CH:26]=[CH:27][C:28]([F:31])=[CH:29][CH:30]=1)(=[O:24])=[O:23])[C:10]1[C:11]([CH3:21])=[CH:12][C:13]([C:16]([NH:18][CH2:19][O:20][CH2:33][C:34]([O:36][CH2:37][CH3:38])=[O:35])=[O:17])=[N:14][CH:15]=1. The yield is 0.350. (5) The reactants are [NH2:1][C:2]1[CH:3]=[C:4]([CH:8]=[CH:9][C:10]=1[CH3:11])[C:5]([OH:7])=[O:6].Cl.[N:13]([O-])=O.[Na+].[C:17]([SH:21])([CH3:20])([CH3:19])[CH3:18]. The catalyst is O.CC(C)=O. The product is [C:17]([S:21]/[N:13]=[N:1]/[C:2]1[CH:3]=[C:4]([CH:8]=[CH:9][C:10]=1[CH3:11])[C:5]([OH:7])=[O:6])([CH3:20])([CH3:19])[CH3:18]. The yield is 0.950. (6) The yield is 0.470. No catalyst specified. The product is [C:29]([C:31]1[CH:37]=[CH:36][CH:35]=[CH:34][C:32]=1[NH:33][C:2]1([C:26]#[N:27])[CH2:3][CH2:4][N:5]([C:8]2[CH:13]=[CH:12][C:11]([N:14]3[CH2:18][C@H:17]([CH2:19][NH:20][C:21](=[O:23])[CH3:22])[O:16][C:15]3=[O:24])=[CH:10][C:9]=2[F:25])[CH2:6][CH2:7]1)#[N:30]. The reactants are O=[C:2]1[CH2:7][CH2:6][N:5]([C:8]2[CH:13]=[CH:12][C:11]([N:14]3[CH2:18][C@H:17]([CH2:19][NH:20][C:21](=[O:23])[CH3:22])[O:16][C:15]3=[O:24])=[CH:10][C:9]=2[F:25])[CH2:4][CH2:3]1.[C-:26]#[N:27].[Na+].[C:29]([C:31]1[CH:37]=[CH:36][CH:35]=[CH:34][C:32]=1[NH2:33])#[N:30]. (7) The reactants are CCO[CH:4]([OH:9])[C:5](Cl)(Cl)Cl.[O-]S([O-])(=O)=O.[Na+].[Na+].[Br:17][C:18]1[C:19]([CH3:25])=[C:20]([CH:22]=[CH:23][CH:24]=1)[NH2:21].Cl.N[OH:28].Cl. The catalyst is O. The product is [Br:17][C:18]1[C:19]([CH3:25])=[C:20]2[C:22]([C:4](=[O:9])[C:5](=[O:28])[NH:21]2)=[CH:23][CH:24]=1. The yield is 0.610.